Dataset: Full USPTO retrosynthesis dataset with 1.9M reactions from patents (1976-2016). Task: Predict the reactants needed to synthesize the given product. Given the product [Cl:1][C:2]1[CH:7]=[CH:6][C:5]([CH:8]([NH:13][C:14](=[O:23])[CH2:15][C:16]2[CH:17]=[CH:18][C:19]([O:22][CH2:32][C:33]3[C:34]([CH3:39])=[N:35][CH:36]=[CH:37][CH:38]=3)=[CH:20][CH:21]=2)[CH2:9][CH:10]([CH3:11])[CH3:12])=[C:4]([CH3:24])[CH:3]=1, predict the reactants needed to synthesize it. The reactants are: [Cl:1][C:2]1[CH:7]=[CH:6][C:5]([CH:8]([NH:13][C:14](=[O:23])[CH2:15][C:16]2[CH:21]=[CH:20][C:19]([OH:22])=[CH:18][CH:17]=2)[CH2:9][CH:10]([CH3:12])[CH3:11])=[C:4]([CH3:24])[CH:3]=1.C([O-])([O-])=O.[Cs+].[Cs+].Cl[CH2:32][C:33]1[C:34]([CH3:39])=[N:35][CH:36]=[CH:37][CH:38]=1.